From a dataset of Catalyst prediction with 721,799 reactions and 888 catalyst types from USPTO. Predict which catalyst facilitates the given reaction. (1) Reactant: C([O:8][C:9]1[CH:10]=[C:11]([C:16]2[N:21]=[C:20]([CH3:22])[N:19]=[C:18]([N:23]([CH2:33][C:34]3[CH:39]=[CH:38][C:37]([O:40][CH3:41])=[CH:36][CH:35]=3)[CH2:24][C:25]3[CH:30]=[CH:29][C:28]([O:31][CH3:32])=[CH:27][CH:26]=3)[N:17]=2)[C:12]([F:15])=[N:13][CH:14]=1)C1C=CC=CC=1. Product: [CH3:41][O:40][C:37]1[CH:36]=[CH:35][C:34]([CH2:33][N:23]([CH2:24][C:25]2[CH:26]=[CH:27][C:28]([O:31][CH3:32])=[CH:29][CH:30]=2)[C:18]2[N:19]=[C:20]([CH3:22])[N:21]=[C:16]([C:11]3[CH:10]=[C:9]([OH:8])[CH:14]=[N:13][C:12]=3[F:15])[N:17]=2)=[CH:39][CH:38]=1. The catalyst class is: 99. (2) Reactant: [Br:1][C:2]1[CH:7]=[CH:6][C:5]([C:8]([CH3:12])([CH3:11])[CH2:9][OH:10])=[CH:4][CH:3]=1.C1C=C[NH+]=CC=1.[O-][Cr](Cl)(=O)=O. Product: [Br:1][C:2]1[CH:3]=[CH:4][C:5]([C:8]([CH3:12])([CH3:11])[CH:9]=[O:10])=[CH:6][CH:7]=1. The catalyst class is: 4. (3) Reactant: C(OC([NH:11][CH:12]([CH2:21][O:22][CH3:23])[C:13](=[O:20])[C:14]([CH3:19])([CH3:18])[C:15]([O-])=[O:16])=O)C1C=CC=CC=1. Product: [CH3:23][O:22][CH2:21][CH:12]1[NH:11][C:15](=[O:16])[C:14]([CH3:19])([CH3:18])[C:13]1=[O:20]. The catalyst class is: 129. (4) Reactant: [CH2:1]([C:3]1[CH:4]=[CH:5][C:6]([CH:9]=[CH2:10])=[N:7][CH:8]=1)[CH3:2].BrN1C(=[O:17])CCC1=O.C([O-])([O-])=O.[K+].[K+].CO. Product: [CH2:1]([C:3]1[CH:4]=[CH:5][C:6]([CH:9]2[CH2:10][O:17]2)=[N:7][CH:8]=1)[CH3:2]. The catalyst class is: 58. (5) Reactant: [F:1][C:2]1[CH:3]=[C:4]([N+:9]([O-:11])=[O:10])[C:5](O)=[N:6][CH:7]=1.P(Cl)(Cl)([Cl:14])=O.CN(C)C=O. Product: [Cl:14][C:5]1[C:4]([N+:9]([O-:11])=[O:10])=[CH:3][C:2]([F:1])=[CH:7][N:6]=1. The catalyst class is: 6. (6) Reactant: [CH3:1][O:2][C:3](=[O:46])[C@H:4]([CH:33]1[CH2:36][CH:35]([C:37]([CH3:45])([CH3:44])[O:38][SiH2:39][C:40]([CH3:43])([CH3:42])[CH3:41])[CH2:34]1)[C:5]([C:20]1[CH:25]=[CH:24][C:23]([CH2:26][CH2:27][C:28]([CH3:31])([CH3:30])[CH3:29])=[C:22]([Cl:32])[CH:21]=1)([NH:7][C:8]([O:10][C:11]1[CH:16]=C[C:14]([N+]([O-])=O)=[CH:13][CH:12]=1)=[O:9])[CH3:6].C(Cl)(Cl)Cl.Cl.[F:52]C1(F)CC(N)C1. Product: [CH3:1][O:2][C:3](=[O:46])[C@H:4]([CH:33]1[CH2:34][CH:35]([C:37]([CH3:45])([CH3:44])[O:38][SiH2:39][C:40]([CH3:43])([CH3:41])[CH3:42])[CH2:36]1)[C:5]([C:20]1[CH:25]=[CH:24][C:23]([CH2:26][CH2:27][C:28]([CH3:29])([CH3:31])[CH3:30])=[C:22]([Cl:32])[CH:21]=1)([NH:7][C:8]([O:10][CH:11]1[CH2:16][C:13]([F:52])([CH3:14])[CH2:12]1)=[O:9])[CH3:6]. The catalyst class is: 66. (7) Reactant: [Cl:1][C:2]1[C:7]([Cl:8])=[CH:6][CH:5]=[CH:4][C:3]=1[CH:9]([NH:12]C(=O)OC(C)(C)C)[CH2:10][OH:11].ClS([N:24]=[C:25]=[O:26])(=O)=O.O.C(=O)([O-])O.[Na+]. Product: [C:25](=[O:26])([O:11][CH2:10][CH:9]([NH2:12])[C:3]1[CH:4]=[CH:5][CH:6]=[C:7]([Cl:8])[C:2]=1[Cl:1])[NH2:24]. The catalyst class is: 10. (8) Reactant: [CH2:1]([C:4]1[CH:11]=[CH:10][C:7]([CH:8]=[O:9])=[CH:6][CH:5]=1)[C:2]#[CH:3].O.Cl([O-])=[O:14].[Na+]. Product: [CH2:1]([C:4]1[CH:5]=[CH:6][C:7]([C:8]([OH:14])=[O:9])=[CH:10][CH:11]=1)[C:2]#[CH:3]. The catalyst class is: 1. (9) Reactant: C(N(CC)CC)C.[CH:8]([C:10]1[C:18]2[C:13](=[N:14][C:15]([CH3:19])=[CH:16][CH:17]=2)[N:12](C(OC(C)(C)C)=O)[CH:11]=1)=[O:9].[CH:27](=[N:34][C:35]1[CH:40]=[C:39]([O:41][CH3:42])[CH:38]=[C:37]([O:43][CH3:44])[CH:36]=1)[C:28]1[CH:33]=[CH:32][CH:31]=[CH:30][CH:29]=1. Product: [CH3:44][O:43][C:37]1[CH:36]=[C:35]([NH:34][CH:27]([C:28]2[CH:33]=[CH:32][CH:31]=[CH:30][CH:29]=2)[C:8]([C:10]2[C:18]3[C:13](=[N:14][C:15]([CH3:19])=[CH:16][CH:17]=3)[NH:12][CH:11]=2)=[O:9])[CH:40]=[C:39]([O:41][CH3:42])[CH:38]=1. The catalyst class is: 433. (10) Reactant: Cl.Cl[CH2:3][C:4]1[N:13]=[C:12]([NH:14][CH2:15][C:16]2[CH:21]=[CH:20][C:19]([O:22][CH3:23])=[CH:18][CH:17]=2)[C:11]2[C:6](=[CH:7][CH:8]=[CH:9][CH:10]=2)[N:5]=1.C([O-])([O-])=O.[K+].[K+].[C:30]1(=[O:40])[NH:34][C:33](=[O:35])[C:32]2=[CH:36][CH:37]=[CH:38][CH:39]=[C:31]12.[K]. Product: [CH3:23][O:22][C:19]1[CH:20]=[CH:21][C:16]([CH2:15][NH:14][C:12]2[C:11]3[C:6](=[CH:7][CH:8]=[CH:9][CH:10]=3)[N:5]=[C:4]([CH2:3][N:34]3[C:30](=[O:40])[C:31]4[C:32](=[CH:36][CH:37]=[CH:38][CH:39]=4)[C:33]3=[O:35])[N:13]=2)=[CH:17][CH:18]=1. The catalyst class is: 31.